Dataset: Forward reaction prediction with 1.9M reactions from USPTO patents (1976-2016). Task: Predict the product of the given reaction. (1) Given the reactants [CH3:1][N:2]1[C@:7]2([OH:20])C[C@H]3N4C(Br)=CC=C4C(=O)N[C@H:10]3[C@@H:6]2NC1=O.NC1C=CC(B(O)O)=CC=1.[C:31]([O-:34])([O-])=[O:32].[Cs+].[Cs+], predict the reaction product. The product is: [CH2:10]=[CH:6][C:7]([NH:2][CH2:1][C:31]([OH:34])=[O:32])=[O:20]. (2) Given the reactants [CH:1]([C:3]1[CH:8]=[C:7]([O:9][CH3:10])[N:6]=[C:5]([NH:11][C:12](=[O:18])[O:13][C:14]([CH3:17])([CH3:16])[CH3:15])[CH:4]=1)=O.[C:19]([N:22]1[CH2:27][CH2:26][NH:25][CH2:24][CH2:23]1)(=[O:21])[CH3:20].[BH-](OC(C)=O)(OC(C)=O)OC(C)=O.[Na+], predict the reaction product. The product is: [C:19]([N:22]1[CH2:27][CH2:26][N:25]([CH2:1][C:3]2[CH:8]=[C:7]([O:9][CH3:10])[N:6]=[C:5]([NH:11][C:12](=[O:18])[O:13][C:14]([CH3:17])([CH3:16])[CH3:15])[CH:4]=2)[CH2:24][CH2:23]1)(=[O:21])[CH3:20]. (3) Given the reactants [N:1]1([C:7]2[CH:16]=[CH:15][CH:14]=[C:13]3[C:8]=2[CH2:9][CH2:10][CH2:11][C:12]3=[O:17])[CH2:6][CH2:5][NH:4][CH2:3][CH2:2]1.[O:18]=[C:19]1[NH:28][C:27]2[N:26]=[C:25]([O:29][CH2:30][CH2:31][CH2:32][CH:33]=O)[CH:24]=[CH:23][C:22]=2[CH2:21][CH2:20]1, predict the reaction product. The product is: [O:17]=[C:12]1[CH2:11][CH2:10][CH2:9][C:8]2[C:7]([N:1]3[CH2:2][CH2:3][N:4]([CH2:33][CH2:32][CH2:31][CH2:30][O:29][C:25]4[N:26]=[C:27]5[C:22]([CH2:21][CH2:20][C:19](=[O:18])[NH:28]5)=[CH:23][CH:24]=4)[CH2:5][CH2:6]3)=[CH:16][CH:15]=[CH:14][C:13]1=2. (4) Given the reactants FC(F)(F)C(O)=O.[CH3:8][C:9]([C:12]1[CH:13]=[C:14]([C:23]2[N:24]=[C:25]([CH2:28][N:29](C(OC(C)(C)C)=O)[CH3:30])[S:26][CH:27]=2)[CH:15]=[C:16]([C:19]([CH3:22])([CH3:21])[CH3:20])[C:17]=1[OH:18])([CH3:11])[CH3:10].C([SiH](CC)CC)C, predict the reaction product. The product is: [CH3:11][C:9]([C:12]1[CH:13]=[C:14]([C:23]2[N:24]=[C:25]([CH2:28][NH:29][CH3:30])[S:26][CH:27]=2)[CH:15]=[C:16]([C:19]([CH3:20])([CH3:21])[CH3:22])[C:17]=1[OH:18])([CH3:8])[CH3:10]. (5) Given the reactants [C:1]([C:3]1([NH:6][C:7]([C@@H:9]2[CH2:13][C@@H:12]([S:14]([C:17]3[CH:22]=[CH:21][C:20](F)=[CH:19][C:18]=3[Cl:24])(=[O:16])=[O:15])[CH2:11][C@H:10]2[C:25]([N:27]2[CH2:30][C:29]([F:32])([F:31])[CH2:28]2)=[O:26])=[O:8])[CH2:5][CH2:4]1)#[N:2].[CH:33]1([N:36]2[CH2:41][CH2:40][NH:39][CH2:38][CH2:37]2)[CH2:35][CH2:34]1, predict the reaction product. The product is: [C:1]([C:3]1([NH:6][C:7]([C@@H:9]2[CH2:13][C@@H:12]([S:14]([C:17]3[CH:22]=[CH:21][C:20]([N:39]4[CH2:40][CH2:41][N:36]([CH:33]5[CH2:35][CH2:34]5)[CH2:37][CH2:38]4)=[CH:19][C:18]=3[Cl:24])(=[O:15])=[O:16])[CH2:11][C@H:10]2[C:25]([N:27]2[CH2:28][C:29]([F:32])([F:31])[CH2:30]2)=[O:26])=[O:8])[CH2:5][CH2:4]1)#[N:2]. (6) Given the reactants Br[C:2]1[CH:3]=[C:4]2[C:9](=[CH:10][CH:11]=1)[NH:8][C:7](=O)[C:6]([C:13]1C=CC=[C:15]([C:19]([F:22])([F:21])[F:20])[CH:14]=1)=[C:5]2[OH:23].[Cl:24]C1C=C([Mg]Br)C=CC=1, predict the reaction product. The product is: [Cl:24][C:2]1[CH:3]=[C:4]([C:5]([C:6]2[CH:7]=[N:8][C:15]([C:19]([F:22])([F:21])[F:20])=[CH:14][CH:13]=2)=[O:23])[CH:9]=[CH:10][CH:11]=1. (7) Given the reactants [N:1]1[CH:6]=[CH:5][CH:4]=[C:3]([CH2:7][NH:8][S:9]([CH3:12])(=[O:11])=[O:10])[CH:2]=1.C([Li])CCC.Br[CH2:19][C:20]1[N:25]=[C:24]([N:26]2[CH2:31][CH2:30][O:29][CH2:28][CH2:27]2)[CH:23]=[C:22]([Cl:32])[N:21]=1, predict the reaction product. The product is: [Cl:32][C:22]1[CH:23]=[C:24]([N:26]2[CH2:31][CH2:30][O:29][CH2:28][CH2:27]2)[N:25]=[C:20]([CH2:19][N:8]([CH2:7][C:3]2[CH:2]=[N:1][CH:6]=[CH:5][CH:4]=2)[S:9]([CH3:12])(=[O:11])=[O:10])[N:21]=1. (8) Given the reactants [CH2:1]([O:5][C:6]1[CH:7]=[C:8](/[CH:13]=[C:14](/[O:19][CH3:20])\[C:15]([O:17][CH3:18])=[O:16])[CH:9]=[CH:10][C:11]=1I)[CH2:2][CH2:3][CH3:4].[CH2:21]([NH:28][C:29](=[O:47])[N:30]([CH3:46])[C:31]1[CH:36]=[CH:35][CH:34]=[C:33](B2OC(C)(C)C(C)(C)O2)[CH:32]=1)[CH2:22][CH2:23][CH2:24][CH2:25][CH2:26][CH3:27].P([O-])([O-])([O-])=O.[K+].[K+].[K+].O, predict the reaction product. The product is: [CH2:1]([O:5][C:6]1[CH:7]=[C:8](/[CH:13]=[C:14](/[O:19][CH3:20])\[C:15]([O:17][CH3:18])=[O:16])[CH:9]=[CH:10][C:11]=1[C:35]1[CH:34]=[CH:33][CH:32]=[C:31]([N:30]([CH3:46])[C:29]([NH:28][CH2:21][CH2:22][CH2:23][CH2:24][CH2:25][CH2:26][CH3:27])=[O:47])[CH:36]=1)[CH2:2][CH2:3][CH3:4]. (9) Given the reactants C([O:4][C:5]1[CH:10]=[C:9]([C:11]#[N:12])[C:8](Br)=[C:7]([C:14]#[N:15])[C:6]=1[O:16]C(=O)C)(=O)C.[C:20]([C:22]1[CH:27]=[CH:26][C:25](B(O)O)=[CH:24][CH:23]=1)#[N:21], predict the reaction product. The product is: [OH:16][C:6]1[C:5]([OH:4])=[CH:10][C:9]([C:11]#[N:12])=[C:8]([C:25]2[CH:26]=[CH:27][C:22]([C:20]#[N:21])=[CH:23][CH:24]=2)[C:7]=1[C:14]#[N:15]. (10) The product is: [NH:3]1[C:11]2[C:6](=[C:7]([CH2:12][NH:2][CH3:1])[CH:8]=[CH:9][CH:10]=2)[CH:5]=[CH:4]1. Given the reactants [CH3:1][NH2:2].[NH:3]1[C:11]2[CH:10]=[CH:9][CH:8]=[C:7]([CH:12]=O)[C:6]=2[CH:5]=[CH:4]1.[BH4-].[Na+], predict the reaction product.